From a dataset of Full USPTO retrosynthesis dataset with 1.9M reactions from patents (1976-2016). Predict the reactants needed to synthesize the given product. The reactants are: [CH2:1]([C:3]1[O:4][C:5]2[C:11]([OH:12])=[CH:10][CH:9]=[C:8]([C:13]([C:15]3[CH:20]=[CH:19][C:18]([O:21][CH3:22])=[CH:17][CH:16]=3)=[O:14])[C:6]=2[CH:7]=1)[CH3:2].[Br:23]Br. Given the product [Br:23][C:10]1[CH:9]=[C:8]([C:13]([C:15]2[CH:20]=[CH:19][C:18]([O:21][CH3:22])=[CH:17][CH:16]=2)=[O:14])[C:6]2[CH:7]=[C:3]([CH2:1][CH3:2])[O:4][C:5]=2[C:11]=1[OH:12], predict the reactants needed to synthesize it.